From a dataset of Catalyst prediction with 721,799 reactions and 888 catalyst types from USPTO. Predict which catalyst facilitates the given reaction. (1) Reactant: [Br:1][C:2]1[CH:3]=[N:4][N:5]([CH3:21])[C:6]=1[C:7]1[CH:12]=[C:11]([N:13]2[CH2:17][CH2:16][CH2:15][CH2:14]2)[CH:10]=[C:9]([N+:18]([O-])=O)[CH:8]=1.O.O.Cl[Sn]Cl.CCOC(C)=O.CCCCCC. Product: [Br:1][C:2]1[CH:3]=[N:4][N:5]([CH3:21])[C:6]=1[C:7]1[CH:8]=[C:9]([NH2:18])[CH:10]=[C:11]([N:13]2[CH2:14][CH2:15][CH2:16][CH2:17]2)[CH:12]=1. The catalyst class is: 14. (2) Reactant: [F:1][C:2]([F:12])([F:11])[C:3]1[CH:4]=[C:5]([CH:8]=[CH:9][CH:10]=1)[CH:6]=O.C1(P(=[CH:32][CH:33]=[O:34])(C2C=CC=CC=2)C2C=CC=CC=2)C=CC=CC=1. Product: [F:1][C:2]([F:12])([F:11])[C:3]1[CH:4]=[C:5](/[CH:6]=[CH:32]/[CH:33]=[O:34])[CH:8]=[CH:9][CH:10]=1. The catalyst class is: 23.